From a dataset of Full USPTO retrosynthesis dataset with 1.9M reactions from patents (1976-2016). Predict the reactants needed to synthesize the given product. (1) Given the product [Br:8][C:7]1[CH:6]=[CH:5][C:4]([O:9][CH2:26][C:14]2[C:15]([C:18]3[C:19]([Cl:25])=[CH:20][CH:21]=[CH:22][C:23]=3[Cl:24])=[N:16][O:17][C:13]=2[CH:10]2[CH2:12][CH2:11]2)=[CH:3][C:2]=1[Cl:1], predict the reactants needed to synthesize it. The reactants are: [Cl:1][C:2]1[CH:3]=[C:4]([OH:9])[CH:5]=[CH:6][C:7]=1[Br:8].[CH:10]1([C:13]2[O:17][N:16]=[C:15]([C:18]3[C:23]([Cl:24])=[CH:22][CH:21]=[CH:20][C:19]=3[Cl:25])[C:14]=2[CH2:26]O)[CH2:12][CH2:11]1.C1(P(C2C=CC=CC=2)C2C=CC=CC=2)C=CC=CC=1.CC(OC(/N=N/C(OC(C)C)=O)=O)C. (2) Given the product [F:22][CH:2]([F:1])[S:3]([C:4]1[CH:5]=[CH:6][C:7]([C:10]2([F:21])[CH2:11][N:12]([C:14]([O:16][C:17]([CH3:18])([CH3:19])[CH3:20])=[O:15])[CH2:13]2)=[CH:8][CH:9]=1)(=[O:30])=[O:35], predict the reactants needed to synthesize it. The reactants are: [F:1][CH:2]([F:22])[S:3][C:4]1[CH:9]=[CH:8][C:7]([C:10]2([F:21])[CH2:13][N:12]([C:14]([O:16][C:17]([CH3:20])([CH3:19])[CH3:18])=[O:15])[CH2:11]2)=[CH:6][CH:5]=1.C(Cl)Cl.C(#N)C.I([O-])(=O)(=O)=[O:30].[Na+].[OH2:35]. (3) Given the product [N:25]1([CH2:6][CH2:7][C:8]2[O:9][C:10]3[CH:16]=[CH:15][C:14]([C:17]4[CH:22]=[CH:21][C:20]([C:23]#[N:24])=[CH:19][CH:18]=4)=[CH:13][C:11]=3[CH:12]=2)[CH2:31][CH2:30][CH2:29][CH2:28][CH2:27][CH2:26]1, predict the reactants needed to synthesize it. The reactants are: CS(O[CH2:6][CH2:7][C:8]1[O:9][C:10]2[CH:16]=[CH:15][C:14]([C:17]3[CH:22]=[CH:21][C:20]([C:23]#[N:24])=[CH:19][CH:18]=3)=[CH:13][C:11]=2[CH:12]=1)(=O)=O.[NH:25]1[CH:31]=[CH:30][CH:29]=[CH:28][CH:27]=[CH:26]1. (4) Given the product [Br:22][C:6]1[S:5][C:4]([C:7]([O:9][CH3:10])=[O:8])=[C:3]([NH:11][C:12](=[O:17])[C:13]([F:16])([F:14])[F:15])[C:2]=1[CH3:1], predict the reactants needed to synthesize it. The reactants are: [CH3:1][C:2]1[C:3]([NH:11][C:12](=[O:17])[C:13]([F:16])([F:15])[F:14])=[C:4]([C:7]([O:9][CH3:10])=[O:8])[S:5][CH:6]=1.C(O)(=O)C.[Br:22]N1C(=O)CCC1=O.O. (5) The reactants are: [C:1]([CH:3]1[CH2:8][CH2:7][N:6]([C:9]([N:11]2[CH2:16][CH:15]([C:17]3[CH:22]=[CH:21][C:20]([CH3:23])=[C:19]([CH3:24])[CH:18]=3)[CH2:14][CH:13]([C:25](O)=[O:26])[CH2:12]2)=[O:10])[CH2:5][CH2:4]1)#[N:2].O[N:29]=[C:30]([NH2:34])[CH:31]([CH3:33])[CH3:32]. Given the product [CH3:24][C:19]1[CH:18]=[C:17]([CH:15]2[CH2:14][CH:13]([C:25]3[O:26][N:34]=[C:30]([CH:31]([CH3:33])[CH3:32])[N:29]=3)[CH2:12][N:11]([C:9]([N:6]3[CH2:5][CH2:4][CH:3]([C:1]#[N:2])[CH2:8][CH2:7]3)=[O:10])[CH2:16]2)[CH:22]=[CH:21][C:20]=1[CH3:23], predict the reactants needed to synthesize it.